This data is from Catalyst prediction with 721,799 reactions and 888 catalyst types from USPTO. The task is: Predict which catalyst facilitates the given reaction. (1) Reactant: [Cl:1][C:2]1[CH:7]=[CH:6][C:5]([S:8]([CH:11]([C:20]2[CH:25]=[C:24]([F:26])[CH:23]=[CH:22][C:21]=2[F:27])[CH2:12][CH2:13][NH:14][C:15](=[O:19])[O:16][CH2:17][CH3:18])(=[O:10])=[O:9])=[CH:4][CH:3]=1.[H-].[Na+].I[CH3:31].O. Product: [Cl:1][C:2]1[CH:3]=[CH:4][C:5]([S:8]([CH:11]([C:20]2[CH:25]=[C:24]([F:26])[CH:23]=[CH:22][C:21]=2[F:27])[CH2:12][CH2:13][N:14]([CH3:31])[C:15](=[O:19])[O:16][CH2:17][CH3:18])(=[O:10])=[O:9])=[CH:6][CH:7]=1. The catalyst class is: 188. (2) Reactant: [F:1][C:2]1[CH:9]=[CH:8][CH:7]=[CH:6][C:3]=1[CH:4]=O.[NH:10]1[CH2:14][CH2:13][CH:12]([O:15][C:16]([N:18]2[CH2:23][CH2:22][CH:21]([O:24][C:25]3[CH:30]=[C:29]([N:31]4[C:39]5[C:34](=[CH:35][C:36]([S:40]([CH3:43])(=[O:42])=[O:41])=[CH:37][CH:38]=5)[CH2:33][CH2:32]4)[N:28]=[CH:27][N:26]=3)[CH2:20][CH2:19]2)=[O:17])[CH2:11]1.[BH-](OC(C)=O)(OC(C)=O)OC(C)=O.[Na+]. Product: [F:1][C:2]1[CH:9]=[CH:8][CH:7]=[CH:6][C:3]=1[CH2:4][N:10]1[CH2:14][CH2:13][CH:12]([O:15][C:16]([N:18]2[CH2:23][CH2:22][CH:21]([O:24][C:25]3[CH:30]=[C:29]([N:31]4[C:39]5[C:34](=[CH:35][C:36]([S:40]([CH3:43])(=[O:42])=[O:41])=[CH:37][CH:38]=5)[CH2:33][CH2:32]4)[N:28]=[CH:27][N:26]=3)[CH2:20][CH2:19]2)=[O:17])[CH2:11]1. The catalyst class is: 279. (3) Reactant: [CH3:1][N:2]1[CH2:7][CH2:6][C:5](NC)([C:8]2[CH:13]=[CH:12][CH:11]=[CH:10][CH:9]=2)[CH2:4][CH2:3]1.[CH:16](=O)[C:17]1[CH:22]=[CH:21][CH:20]=[CH:19][CH:18]=1.[BH4-].[Na+].[CH:26]([C:29]1[CH:34]=[CH:33][CH:32]=[C:31]([CH:35]([CH3:37])[CH3:36])[C:30]=1[N:38]=[C:39]=[O:40])([CH3:28])[CH3:27].[CH3:41][N:42](C)C=O. Product: [CH2:16]([N:42]([CH2:41][C:5]1([C:8]2[CH:9]=[CH:10][CH:11]=[CH:12][CH:13]=2)[CH2:4][CH2:3][N:2]([CH3:1])[CH2:7][CH2:6]1)[C:39]([NH:38][C:30]1[C:31]([CH:35]([CH3:36])[CH3:37])=[CH:32][CH:33]=[CH:34][C:29]=1[CH:26]([CH3:27])[CH3:28])=[O:40])[C:17]1[CH:22]=[CH:21][CH:20]=[CH:19][CH:18]=1. The catalyst class is: 93. (4) Reactant: [Cl:1]N1C(=O)CCC1=O.[CH3:9][S:10][CH2:11][C:12]([O:14][CH2:15][CH3:16])=[O:13]. Product: [Cl:1][CH:11]([S:10][CH3:9])[C:12]([O:14][CH2:15][CH3:16])=[O:13]. The catalyst class is: 53. (5) Reactant: Cl.[NH2:2][CH2:3][C:4]1[N:5]([CH2:26][CH:27]([CH3:29])[CH3:28])[C:6](=[O:25])[C:7]2[C:12]([C:13]=1[C:14]1[CH:19]=[CH:18][CH:17]=[CH:16][CH:15]=1)=[CH:11][C:10](/[CH:20]=[CH:21]/[C:22]([NH2:24])=[O:23])=[CH:9][CH:8]=2.C(=O)([O-])[O-].[K+].[K+]. Product: [NH2:2][CH2:3][C:4]1[N:5]([CH2:26][CH:27]([CH3:29])[CH3:28])[C:6](=[O:25])[C:7]2[C:12]([C:13]=1[C:14]1[CH:19]=[CH:18][CH:17]=[CH:16][CH:15]=1)=[CH:11][C:10](/[CH:20]=[CH:21]/[C:22]([NH2:24])=[O:23])=[CH:9][CH:8]=2. The catalyst class is: 6.